Dataset: NCI-60 drug combinations with 297,098 pairs across 59 cell lines. Task: Regression. Given two drug SMILES strings and cell line genomic features, predict the synergy score measuring deviation from expected non-interaction effect. (1) Drug 1: CC1C(C(CC(O1)OC2CC(CC3=C2C(=C4C(=C3O)C(=O)C5=C(C4=O)C(=CC=C5)OC)O)(C(=O)C)O)N)O.Cl. Drug 2: CN1C(=O)N2C=NC(=C2N=N1)C(=O)N. Cell line: T-47D. Synergy scores: CSS=15.6, Synergy_ZIP=-0.269, Synergy_Bliss=5.76, Synergy_Loewe=-20.0, Synergy_HSA=1.87. (2) Drug 1: CNC(=O)C1=CC=CC=C1SC2=CC3=C(C=C2)C(=NN3)C=CC4=CC=CC=N4. Drug 2: C1C(C(OC1N2C=NC(=NC2=O)N)CO)O. Cell line: RPMI-8226. Synergy scores: CSS=34.0, Synergy_ZIP=1.88, Synergy_Bliss=-1.32, Synergy_Loewe=-27.9, Synergy_HSA=-4.52. (3) Synergy scores: CSS=11.0, Synergy_ZIP=-4.13, Synergy_Bliss=-4.31, Synergy_Loewe=-2.44, Synergy_HSA=-1.99. Drug 1: CCN(CC)CCNC(=O)C1=C(NC(=C1C)C=C2C3=C(C=CC(=C3)F)NC2=O)C. Drug 2: C(CC(=O)O)C(=O)CN.Cl. Cell line: SW-620. (4) Drug 1: C1CCN(CC1)CCOC2=CC=C(C=C2)C(=O)C3=C(SC4=C3C=CC(=C4)O)C5=CC=C(C=C5)O. Drug 2: CCN(CC)CCNC(=O)C1=C(NC(=C1C)C=C2C3=C(C=CC(=C3)F)NC2=O)C. Cell line: OVCAR-8. Synergy scores: CSS=-5.76, Synergy_ZIP=2.32, Synergy_Bliss=3.67, Synergy_Loewe=-2.38, Synergy_HSA=-1.85.